Regression. Given a peptide amino acid sequence and an MHC pseudo amino acid sequence, predict their binding affinity value. This is MHC class I binding data. From a dataset of Peptide-MHC class I binding affinity with 185,985 pairs from IEDB/IMGT. (1) The peptide sequence is ILIGVIITWI. The MHC is HLA-A02:17 with pseudo-sequence HLA-A02:17. The binding affinity (normalized) is 0.0961. (2) The peptide sequence is VGNVYVKV. The MHC is Mamu-B52 with pseudo-sequence Mamu-B52. The binding affinity (normalized) is 0.507. (3) The peptide sequence is RYPLTFGW. The MHC is HLA-A29:02 with pseudo-sequence HLA-A29:02. The binding affinity (normalized) is 0. (4) The peptide sequence is SDHLISEIL. The MHC is HLA-B45:01 with pseudo-sequence HLA-B45:01. The binding affinity (normalized) is 0.314. (5) The MHC is HLA-B07:02 with pseudo-sequence HLA-B07:02. The peptide sequence is NPVILSKLM. The binding affinity (normalized) is 0.312. (6) The peptide sequence is AKATGRYNL. The MHC is HLA-A03:01 with pseudo-sequence HLA-A03:01. The binding affinity (normalized) is 0.0847. (7) The MHC is HLA-A31:01 with pseudo-sequence HLA-A31:01. The binding affinity (normalized) is 0. The peptide sequence is YTGDFDSVI. (8) The peptide sequence is KIDKLRQIV. The MHC is HLA-A02:01 with pseudo-sequence HLA-A02:01. The binding affinity (normalized) is 0.321.